This data is from Reaction yield outcomes from USPTO patents with 853,638 reactions. The task is: Predict the reaction yield, written as a fraction of the theoretical maximum amount of product (1.0 means a 100% yield; for example, 0.34 means a 34% yield). The reactants are [CH2:1]([O:3][C:4](=[O:25])[C:5]([O:22][CH2:23][CH3:24])=[C:6]([C:8]1[CH:13]=[CH:12][C:11]([O:14]CC2C=CC=CC=2)=[CH:10][CH:9]=1)[CH3:7])[CH3:2]. The catalyst is C(OCC)(=O)C.[Pd]. The product is [CH2:1]([O:3][C:4](=[O:25])[CH:5]([O:22][CH2:23][CH3:24])[CH:6]([C:8]1[CH:9]=[CH:10][C:11]([OH:14])=[CH:12][CH:13]=1)[CH3:7])[CH3:2]. The yield is 0.940.